Dataset: Forward reaction prediction with 1.9M reactions from USPTO patents (1976-2016). Task: Predict the product of the given reaction. (1) Given the reactants [CH3:1][C:2]([CH3:18])([CH3:17])[CH2:3][NH:4][C:5]([CH:7]([C:9]1[CH:16]=[CH:15][C:12]([C:13]#[N:14])=[CH:11][CH:10]=1)[CH3:8])=[O:6].C[Al](C)C.CC(C)(C)CN.C(C1C=CC(C(C)C(OCC)=O)=CC=1)#N, predict the reaction product. The product is: [CH3:17][C:2]([CH3:1])([CH3:18])[CH2:3][NH:4][C:5]([CH:7]([C:9]1[CH:10]=[CH:11][C:12]([CH2:13][NH2:14])=[CH:15][CH:16]=1)[CH3:8])=[O:6]. (2) Given the reactants [NH:1]1[C:9]2[C:4](=[CH:5][CH:6]=[CH:7][CH:8]=2)[C:3]([C:10]([OH:12])=O)=[N:2]1.ClC(OCC(C)C)=O.C[N:22]1CCOCC1.N, predict the reaction product. The product is: [NH:1]1[C:9]2[C:4](=[CH:5][CH:6]=[CH:7][CH:8]=2)[C:3]([C:10]([NH2:22])=[O:12])=[N:2]1.